Dataset: Catalyst prediction with 721,799 reactions and 888 catalyst types from USPTO. Task: Predict which catalyst facilitates the given reaction. (1) Reactant: I[C:2]1[CH:3]=[CH:4][C:5]2[N:6]([CH:8]=[C:9]([NH:11][C:12](=[O:14])[CH3:13])[N:10]=2)[N:7]=1.[NH2:15][C:16]1[CH:17]=[C:18]([OH:22])[CH:19]=[CH:20][CH:21]=1.C(=O)([O-])[O-].[K+].[K+].CN(C)C=O. Product: [NH2:15][C:16]1[CH:17]=[C:18]([CH:19]=[CH:20][CH:21]=1)[O:22][C:2]1[CH:3]=[CH:4][C:5]2[N:6]([CH:8]=[C:9]([NH:11][C:12](=[O:14])[CH3:13])[N:10]=2)[N:7]=1. The catalyst class is: 69. (2) Reactant: [F:1][C:2]1[CH:7]=[CH:6][CH:5]=[CH:4][C:3]=1[C:8](=[O:15])[CH2:9][C:10]([O:12][CH2:13][CH3:14])=[O:11].C(N(CC)CC)C.C(NC1C=CC(S([N:36]=[N+:37]=[N-])(=O)=O)=CC=1)(=O)C. Product: [N+:36](=[C:9]([C:8]([C:3]1[CH:4]=[CH:5][CH:6]=[CH:7][C:2]=1[F:1])=[O:15])[C:10]([O:12][CH2:13][CH3:14])=[O:11])=[N-:37]. The catalyst class is: 10. (3) Reactant: [Cl:1][C:2]1[N:6]2[CH:7]=[C:8]([Cl:15])[CH:9]=[C:10]([C:11]([F:14])([F:13])[F:12])[C:5]2=[N:4][C:3]=1[C:16]([O:18]CC)=O.[OH-].[Na+].Cl.[NH:24]1[CH2:29][CH2:28][CH:27]([N:30]2[CH2:34][CH2:33][CH2:32][C:31]2=[O:35])[CH2:26][CH2:25]1.C(N(C(C)C)C(C)C)C.F[P-](F)(F)(F)(F)F.CN(C(ON1C2=NC=CC=C2N=N1)=[N+](C)C)C. The catalyst class is: 7. Product: [Cl:1][C:2]1[N:6]2[CH:7]=[C:8]([Cl:15])[CH:9]=[C:10]([C:11]([F:12])([F:13])[F:14])[C:5]2=[N:4][C:3]=1[C:16]([N:24]1[CH2:25][CH2:26][CH:27]([N:30]2[CH2:34][CH2:33][CH2:32][C:31]2=[O:35])[CH2:28][CH2:29]1)=[O:18].